Task: Predict the product of the given reaction.. Dataset: Forward reaction prediction with 1.9M reactions from USPTO patents (1976-2016) (1) Given the reactants Br[C:2]1[CH:7]=[C:6]([O:8][CH2:9][CH2:10][O:11][CH3:12])[CH:5]=[C:4]([Cl:13])[CH:3]=1.C(O[Na])(C)(C)C.[CH3:20][CH:21]([CH3:25])[C:22](=[O:24])[CH3:23], predict the reaction product. The product is: [Cl:13][C:4]1[CH:3]=[C:2]([CH2:23][C:22](=[O:24])[CH:21]([CH3:25])[CH3:20])[CH:7]=[C:6]([O:8][CH2:9][CH2:10][O:11][CH3:12])[CH:5]=1. (2) The product is: [C:1]([N:8]1[CH2:11][CH2:10][C@@H:9]1[CH2:12][O:13][S:22]([CH3:21])(=[O:24])=[O:23])([O:3][C:4]([CH3:7])([CH3:6])[CH3:5])=[O:2]. Given the reactants [C:1]([N:8]1[CH2:11][CH2:10][C@@H:9]1[CH2:12][OH:13])([O:3][C:4]([CH3:7])([CH3:6])[CH3:5])=[O:2].C(N(CC)CC)C.[CH3:21][S:22](Cl)(=[O:24])=[O:23], predict the reaction product. (3) The product is: [CH:1]1([C:4]2[CH:9]=[C:8]([C:10]#[C:11][C:17]3[CH:22]=[CH:21][C:20]([F:23])=[C:19]([O:24][CH2:25][CH:26]([F:28])[F:27])[CH:18]=3)[CH:7]=[CH:6][C:5]=2[O:12][CH:13]([F:14])[F:15])[CH2:3][CH2:2]1. Given the reactants [CH:1]1([C:4]2[CH:9]=[C:8]([C:10]#[CH:11])[CH:7]=[CH:6][C:5]=2[O:12][CH:13]([F:15])[F:14])[CH2:3][CH2:2]1.Br[C:17]1[CH:22]=[CH:21][C:20]([F:23])=[C:19]([O:24][CH2:25][CH:26]([F:28])[F:27])[CH:18]=1, predict the reaction product. (4) Given the reactants [O:1]=[C:2]([N:10]1[CH2:15][CH2:14][CH2:13][CH2:12][C@H:11]1[C:16]([O:18]CC)=[O:17])[C:3](=[O:9])[C:4]([CH3:8])([CH3:7])[CH2:5][CH3:6].[Li+].[OH-].Cl, predict the reaction product. The product is: [O:1]=[C:2]([N:10]1[CH2:15][CH2:14][CH2:13][CH2:12][C@H:11]1[C:16]([OH:18])=[O:17])[C:3](=[O:9])[C:4]([CH3:7])([CH3:8])[CH2:5][CH3:6]. (5) Given the reactants [Cl:1][C:2]1[CH:10]=[C:9]2[C:5]([CH:6]=[CH:7][NH:8]2)=[CH:4][CH:3]=1.[F:11][C:12]1[CH:17]=[CH:16][C:15](I)=[CH:14][CH:13]=1, predict the reaction product. The product is: [Cl:1][C:2]1[CH:10]=[C:9]2[C:5]([CH:6]=[CH:7][N:8]2[C:15]2[CH:16]=[CH:17][C:12]([F:11])=[CH:13][CH:14]=2)=[CH:4][CH:3]=1. (6) Given the reactants [F:1][C:2]1[CH:7]=[C:6]([F:8])[C:5]([F:9])=[CH:4][C:3]=1[CH2:10][C:11](O)=[O:12].[H-].[H-].[H-].[H-].[Li+].[Al+3], predict the reaction product. The product is: [F:1][C:2]1[CH:7]=[C:6]([F:8])[C:5]([F:9])=[CH:4][C:3]=1[CH2:10][CH2:11][OH:12].